From a dataset of Peptide-MHC class II binding affinity with 134,281 pairs from IEDB. Regression. Given a peptide amino acid sequence and an MHC pseudo amino acid sequence, predict their binding affinity value. This is MHC class II binding data. (1) The peptide sequence is TACLSKAYANMWSLM. The MHC is HLA-DQA10501-DQB10302 with pseudo-sequence HLA-DQA10501-DQB10302. The binding affinity (normalized) is 0.416. (2) The peptide sequence is KMIGGIGGFIKVRQYDQILI. The MHC is DRB4_0101 with pseudo-sequence DRB4_0103. The binding affinity (normalized) is 0.349. (3) The peptide sequence is EKKYFAATQFEPLIA. The MHC is HLA-DPA10201-DPB11401 with pseudo-sequence HLA-DPA10201-DPB11401. The binding affinity (normalized) is 0.750. (4) The peptide sequence is HQAISPRTLNSPAIF. The MHC is DRB1_1201 with pseudo-sequence DRB1_1201. The binding affinity (normalized) is 0.451. (5) The peptide sequence is GFKAALAAAAGVPPADKYRT. The MHC is HLA-DQA10401-DQB10402 with pseudo-sequence HLA-DQA10401-DQB10402. The binding affinity (normalized) is 0.327. (6) The peptide sequence is NRQILDNAAKYVEHD. The MHC is DRB1_0301 with pseudo-sequence DRB1_0301. The binding affinity (normalized) is 0.473. (7) The peptide sequence is DIIEGPVKNVAVPLY. The MHC is DRB1_0405 with pseudo-sequence DRB1_0405. The binding affinity (normalized) is 0.270.